This data is from Reaction yield outcomes from USPTO patents with 853,638 reactions. The task is: Predict the reaction yield, written as a fraction of the theoretical maximum amount of product (1.0 means a 100% yield; for example, 0.34 means a 34% yield). (1) The reactants are Cl[C:2]1[C:7]([N:8]2[CH2:13][CH2:12][N:11]([C:14]([O:16][C:17]([CH3:20])([CH3:19])[CH3:18])=[O:15])[CH2:10][CH2:9]2)=[N:6][CH:5]=[CH:4][N:3]=1.[OH-:21].[Na+].O. The catalyst is CS(C)=O. The product is [C:17]([O:16][C:14]([N:11]1[CH2:12][CH2:13][N:8]([C:7]2[C:2](=[O:21])[NH:3][CH:4]=[CH:5][N:6]=2)[CH2:9][CH2:10]1)=[O:15])([CH3:20])([CH3:19])[CH3:18]. The yield is 0.680. (2) The catalyst is CC(C)=O. The product is [C:8]([C:4]1[CH:3]=[C:2]([O:1][CH2:21][C:22]([O:24][CH2:25][CH3:26])=[O:23])[CH:7]=[CH:6][CH:5]=1)(=[O:13])[CH2:9][CH2:10][CH2:11][CH3:12]. The yield is 0.770. The reactants are [OH:1][C:2]1[CH:3]=[C:4]([C:8](=[O:13])[CH2:9][CH2:10][CH2:11][CH3:12])[CH:5]=[CH:6][CH:7]=1.C([O-])([O-])=O.[K+].[K+].Br[CH2:21][C:22]([O:24][CH2:25][CH3:26])=[O:23]. (3) The reactants are C(OC([NH:8][NH:9][C:10]([C:12]1[CH:13]=[C:14]2[C:18](=[CH:19][CH:20]=1)[NH:17][N:16]=[C:15]2[C:21]1[CH:26]=[CH:25][C:24]([F:27])=[CH:23][CH:22]=1)=[O:11])=O)(C)(C)C.Cl.[OH-].[Na+]. The catalyst is O1CCOCC1. The product is [NH2:8][NH:9][C:10]([C:12]1[CH:13]=[C:14]2[C:18](=[CH:19][CH:20]=1)[NH:17][N:16]=[C:15]2[C:21]1[CH:26]=[CH:25][C:24]([F:27])=[CH:23][CH:22]=1)=[O:11]. The yield is 0.916.